This data is from Forward reaction prediction with 1.9M reactions from USPTO patents (1976-2016). The task is: Predict the product of the given reaction. Given the reactants ClC1C=CC(C2[C:9]([CH:14]=[O:15])=[CH:10][CH:11]=[CH:12]C=2)=CC=1.[NH:16]1[CH2:20][CH2:19][C@H:18]([NH:21][C:22](=[O:28])[O:23][C:24]([CH3:27])([CH3:26])[CH3:25])[CH2:17]1.N1(C(OC(C)(C)C)=O)CCNCC1, predict the reaction product. The product is: [O:15]1[CH2:14][CH2:9][CH:10]([N:16]2[CH2:20][CH2:19][C@H:18]([NH:21][C:22](=[O:28])[O:23][C:24]([CH3:26])([CH3:25])[CH3:27])[CH2:17]2)[CH2:11][CH2:12]1.